This data is from Reaction yield outcomes from USPTO patents with 853,638 reactions. The task is: Predict the reaction yield, written as a fraction of the theoretical maximum amount of product (1.0 means a 100% yield; for example, 0.34 means a 34% yield). (1) The reactants are Br[C:2]1[N:3]([CH2:9][O:10][CH2:11][CH2:12][Si:13]([CH3:16])([CH3:15])[CH3:14])[CH:4]=[C:5]([C:7]#[N:8])[N:6]=1.C([Mg]Cl)(C)C.C([C:24]([O:26][CH2:27][CH3:28])=[O:25])#N. The catalyst is O1CCCC1. The product is [CH2:27]([O:26][C:24]([C:2]1[N:3]([CH2:9][O:10][CH2:11][CH2:12][Si:13]([CH3:16])([CH3:15])[CH3:14])[CH:4]=[C:5]([C:7]#[N:8])[N:6]=1)=[O:25])[CH3:28]. The yield is 0.740. (2) The reactants are [Cl:1][C:2]1[C:3]([CH3:18])=[C:4]([NH:10][C@H:11]([C@@H:15]([OH:17])[CH3:16])[C:12]([OH:14])=O)[CH:5]=[CH:6][C:7]=1[C:8]#[N:9].[CH3:19][S:20]([C:23]1[CH:32]=[CH:31][C:26]([C:27]([NH:29][NH2:30])=[O:28])=[CH:25][CH:24]=1)(=[O:22])=[O:21]. No catalyst specified. The product is [Cl:1][C:2]1[C:3]([CH3:18])=[C:4]([NH:10][C@H:11]([C@@H:15]([OH:17])[CH3:16])[C:12]([N:29]([C:27](=[O:28])[C:26]2[CH:25]=[CH:24][C:23]([S:20]([CH3:19])(=[O:22])=[O:21])=[CH:32][CH:31]=2)[NH2:30])=[O:14])[CH:5]=[CH:6][C:7]=1[C:8]#[N:9]. The yield is 0.820. (3) The reactants are [Cl:1][C:2]1[CH:7]=[CH:6][C:5]([NH:8][C:9]2[C:14]([N+:15]([O-])=O)=[CH:13][N:12]=[C:11]([N:18]3[CH:26]=[C:25]4[C:20]([CH:21]=[CH:22][CH:23]=[CH:24]4)=[N:19]3)[N:10]=2)=[CH:4][CH:3]=1. The catalyst is CO.[Pd]. The product is [Cl:1][C:2]1[CH:3]=[CH:4][C:5]([NH:8][C:9]2[C:14]([NH2:15])=[CH:13][N:12]=[C:11]([N:18]3[CH:26]=[C:25]4[C:20]([CH:21]=[CH:22][CH:23]=[CH:24]4)=[N:19]3)[N:10]=2)=[CH:6][CH:7]=1. The yield is 0.0490. (4) The reactants are [C:1]([O:5][C:6]([N:8]1[CH2:12][CH2:11][CH2:10][CH:9]1[C:13]1[NH:17][C:16]2[CH:18]=[C:19]([C:22]3[CH:27]=[CH:26][C:25]([C:28]4[CH:33]=[CH:32][C:31](B5OC(C)(C)C(C)(C)O5)=[CH:30][CH:29]=4)=[CH:24][CH:23]=3)[CH:20]=[CH:21][C:15]=2[N:14]=1)=[O:7])([CH3:4])([CH3:3])[CH3:2].[C:43]([O:47][C:48]([N:50]1[CH2:54][CH2:53][CH2:52][CH:51]1[C:55]1[N:56]([CH2:61][O:62][CH2:63][CH2:64][Si:65]([CH3:68])([CH3:67])[CH3:66])[C:57](Br)=[CH:58][N:59]=1)=[O:49])([CH3:46])([CH3:45])[CH3:44].C(=O)([O-])[O-].[K+].[K+]. The catalyst is COCCOC.O.C(OCC)(=O)C.C1C=CC([P]([Pd]([P](C2C=CC=CC=2)(C2C=CC=CC=2)C2C=CC=CC=2)([P](C2C=CC=CC=2)(C2C=CC=CC=2)C2C=CC=CC=2)[P](C2C=CC=CC=2)(C2C=CC=CC=2)C2C=CC=CC=2)(C2C=CC=CC=2)C2C=CC=CC=2)=CC=1.C1C=CC(P(C2C=CC=CC=2)[C-]2C=CC=C2)=CC=1.C1C=CC(P(C2C=CC=CC=2)[C-]2C=CC=C2)=CC=1.Cl[Pd]Cl.[Fe+2]. The product is [C:1]([O:5][C:6]([N:8]1[CH2:12][CH2:11][CH2:10][CH:9]1[C:13]1[NH:17][C:16]2[CH:18]=[C:19]([C:22]3[CH:23]=[CH:24][C:25]([C:28]4[CH:29]=[CH:30][C:31]([C:57]5[N:56]([CH2:61][O:62][CH2:63][CH2:64][Si:65]([CH3:68])([CH3:67])[CH3:66])[C:55]([CH:51]6[CH2:52][CH2:53][CH2:54][N:50]6[C:48]([O:47][C:43]([CH3:46])([CH3:45])[CH3:44])=[O:49])=[N:59][CH:58]=5)=[CH:32][CH:33]=4)=[CH:26][CH:27]=3)[CH:20]=[CH:21][C:15]=2[N:14]=1)=[O:7])([CH3:4])([CH3:2])[CH3:3]. The yield is 0.250.